From a dataset of Forward reaction prediction with 1.9M reactions from USPTO patents (1976-2016). Predict the product of the given reaction. (1) Given the reactants [CH:1]1([NH:4][C:5]2[C:6]3[S:13][CH:12]=[C:11]([C:14]([NH:16][C:17]4[CH:18]=[C:19]([CH:23]=[CH:24][C:25]=4[CH3:26])[C:20](O)=[O:21])=[O:15])[C:7]=3[N:8]=[CH:9][N:10]=2)[CH2:3][CH2:2]1.[O:27]1[CH2:32][CH2:31][N:30]([C:33]2[N:38]=[CH:37][C:36]([NH2:39])=[CH:35][CH:34]=2)[CH2:29][CH2:28]1, predict the reaction product. The product is: [CH:1]1([NH:4][C:5]2[C:6]3[S:13][CH:12]=[C:11]([C:14]([NH:16][C:17]4[CH:18]=[C:19]([C:20](=[O:21])[NH:39][C:36]5[CH:37]=[N:38][C:33]([N:30]6[CH2:29][CH2:28][O:27][CH2:32][CH2:31]6)=[CH:34][CH:35]=5)[CH:23]=[CH:24][C:25]=4[CH3:26])=[O:15])[C:7]=3[N:8]=[CH:9][N:10]=2)[CH2:3][CH2:2]1. (2) Given the reactants [C:1]([C:5]1[CH:12]=[CH:11][C:8]([CH:9]=O)=[CH:7][CH:6]=1)([CH3:4])([CH3:3])[CH3:2].[CH3:13][O:14][C:15]1[CH:16]=[C:17]([CH2:21][CH2:22][NH2:23])[CH:18]=[CH:19][CH:20]=1.[BH4-].[Na+].Cl, predict the reaction product. The product is: [C:1]([C:5]1[CH:12]=[CH:11][C:8]([CH2:9][NH:23][CH2:22][CH2:21][C:17]2[CH:18]=[CH:19][CH:20]=[C:15]([O:14][CH3:13])[CH:16]=2)=[CH:7][CH:6]=1)([CH3:4])([CH3:3])[CH3:2].